From a dataset of Full USPTO retrosynthesis dataset with 1.9M reactions from patents (1976-2016). Predict the reactants needed to synthesize the given product. Given the product [F:14][C:2]([F:1])([F:13])[C:3]1[CH:4]=[CH:5][C:6]2[S:10][CH:9]=[N:8][C:7]=2[CH:12]=1, predict the reactants needed to synthesize it. The reactants are: [F:1][C:2]([F:14])([F:13])[C:3]1[CH:4]=[CH:5][C:6]2[S:10][C:9](S)=[N:8][C:7]=2[CH:12]=1.